Dataset: Reaction yield outcomes from USPTO patents with 853,638 reactions. Task: Predict the reaction yield, written as a fraction of the theoretical maximum amount of product (1.0 means a 100% yield; for example, 0.34 means a 34% yield). The reactants are Br[CH2:2][CH2:3][CH2:4][N:5]1[C:9]2[CH:10]=[CH:11][CH:12]=[CH:13][C:8]=2[N:7]([C:14]2[CH:19]=[CH:18][CH:17]=[CH:16][CH:15]=2)[S:6]1(=[O:21])=[O:20].[C:22]([N:29]1[CH2:34][CH2:33][NH:32][CH2:31][CH2:30]1)([O:24][C:25]([CH3:28])([CH3:27])[CH3:26])=[O:23].C(=O)([O-])[O-].[Na+].[Na+]. The catalyst is C(O)C. The product is [O:20]=[S:6]1(=[O:21])[N:5]([CH2:4][CH2:3][CH2:2][N:32]2[CH2:31][CH2:30][N:29]([C:22]([O:24][C:25]([CH3:28])([CH3:27])[CH3:26])=[O:23])[CH2:34][CH2:33]2)[C:9]2[CH:10]=[CH:11][CH:12]=[CH:13][C:8]=2[N:7]1[C:14]1[CH:19]=[CH:18][CH:17]=[CH:16][CH:15]=1. The yield is 0.960.